This data is from Full USPTO retrosynthesis dataset with 1.9M reactions from patents (1976-2016). The task is: Predict the reactants needed to synthesize the given product. (1) Given the product [Cl:15][C:9]1[CH:10]=[CH:11][CH:12]=[C:13]([CH3:14])[C:8]=1[C:6]([NH:5][C@H:4]([C:3]([OH:36])=[O:2])[CH2:16][C:17]1[CH:18]=[CH:19][C:20]([C:23]2[C:24](=[O:35])[N:25]([CH3:34])[C:26]([CH3:33])=[CH:27][C:28]=2[C:29]([F:32])([F:31])[F:30])=[CH:21][CH:22]=1)=[O:7], predict the reactants needed to synthesize it. The reactants are: C[O:2][C:3](=[O:36])[C@H:4]([CH2:16][C:17]1[CH:22]=[CH:21][C:20]([C:23]2[C:24](=[O:35])[N:25]([CH3:34])[C:26]([CH3:33])=[CH:27][C:28]=2[C:29]([F:32])([F:31])[F:30])=[CH:19][CH:18]=1)[NH:5][C:6]([C:8]1[C:13]([CH3:14])=[CH:12][CH:11]=[CH:10][C:9]=1[Cl:15])=[O:7].[OH-].[Na+]. (2) The reactants are: [CH3:1][C:2]1([CH2:6][O:7][C:8](=[O:25])[C@@H:9]([NH:14][C:15]([O:17][CH2:18][C:19]2[CH:24]=[CH:23][CH:22]=[CH:21][CH:20]=2)=[O:16])[CH2:10][CH:11]([CH3:13])[CH3:12])[CH2:5][O:4][CH2:3]1.B(F)(F)F.CCOCC.C(N(CC)CC)C. Given the product [CH2:18]([O:17][C:15](=[O:16])[NH:14][CH:9]([C:8]12[O:7][CH2:6][C:2]([CH3:3])([CH2:5][O:4]1)[CH2:1][O:25]2)[CH2:10][CH:11]([CH3:12])[CH3:13])[C:19]1[CH:20]=[CH:21][CH:22]=[CH:23][CH:24]=1.[NH:14]([C:15]([O:17][CH2:18][C:19]1[CH:20]=[CH:21][CH:22]=[CH:23][CH:24]=1)=[O:16])[C@H:9]([C:8]([OH:25])=[O:7])[CH2:10][CH:11]([CH3:13])[CH3:12], predict the reactants needed to synthesize it. (3) The reactants are: [CH3:1][C:2]1[C:3]([C:8]([O:10]C)=[O:9])=[N:4][CH:5]=[CH:6][N:7]=1.[C:12](N)(N)=[O:13].OO.FC(F)(F)C(OC(=O)C(F)(F)F)=O. Given the product [CH3:12][O:13][C:6]1[N:7]=[C:2]([CH3:1])[C:3]([C:8]([OH:10])=[O:9])=[N:4][CH:5]=1, predict the reactants needed to synthesize it. (4) Given the product [CH2:1]([O:3][C:4](=[O:28])[C:5]1[CH:10]=[CH:9][CH:8]=[C:7]([N:11]2[C:15]([CH3:16])=[CH:14][CH:13]=[C:12]2[C:17]2[CH:22]=[C:21]([C:23]([F:24])([F:26])[F:25])[CH:20]=[CH:19][C:18]=2[O:27][CH2:34][C:33]2[CH:36]=[CH:37][C:30]([Cl:29])=[CH:31][CH:32]=2)[CH:6]=1)[CH3:2], predict the reactants needed to synthesize it. The reactants are: [CH2:1]([O:3][C:4](=[O:28])[C:5]1[CH:10]=[CH:9][CH:8]=[C:7]([N:11]2[C:15]([CH3:16])=[CH:14][CH:13]=[C:12]2[C:17]2[CH:22]=[C:21]([C:23]([F:26])([F:25])[F:24])[CH:20]=[CH:19][C:18]=2[OH:27])[CH:6]=1)[CH3:2].[Cl:29][C:30]1[CH:37]=[CH:36][C:33]([CH2:34]Br)=[CH:32][CH:31]=1.C(=O)([O-])[O-].[K+].[K+]. (5) Given the product [CH3:14][O:11][C:10]1[C:9]2[CH2:8][CH2:7][CH2:6][C:5]=2[C:4]([CH:12]=[O:13])=[CH:3][C:2]=1[CH3:1], predict the reactants needed to synthesize it. The reactants are: [CH3:1][C:2]1[CH:3]=[C:4]([CH:12]=[O:13])[C:5]2[CH2:6][CH2:7][CH2:8][C:9]=2[C:10]=1[OH:11].[C:14](=O)([O-])[O-].[K+].[K+].CI.O.